This data is from Peptide-MHC class I binding affinity with 185,985 pairs from IEDB/IMGT. The task is: Regression. Given a peptide amino acid sequence and an MHC pseudo amino acid sequence, predict their binding affinity value. This is MHC class I binding data. (1) The peptide sequence is TSTLQEQIGW. The MHC is HLA-B45:01 with pseudo-sequence HLA-B45:01. The binding affinity (normalized) is 0.0526. (2) The MHC is HLA-B15:01 with pseudo-sequence HLA-B15:01. The peptide sequence is AVGFFPTGV. The binding affinity (normalized) is 0.0847. (3) The peptide sequence is IPRACQKSL. The MHC is HLA-A02:03 with pseudo-sequence HLA-A02:03. The binding affinity (normalized) is 0.0847. (4) The peptide sequence is VNPTLLFLKV. The MHC is Mamu-B01 with pseudo-sequence Mamu-B01. The binding affinity (normalized) is 0. (5) The peptide sequence is ELQENITAH. The MHC is HLA-A02:19 with pseudo-sequence HLA-A02:19. The binding affinity (normalized) is 0.0847. (6) The peptide sequence is KTKDYVNGL. The MHC is HLA-B44:03 with pseudo-sequence HLA-B44:03. The binding affinity (normalized) is 0. (7) The peptide sequence is MWSLMYFHRR. The MHC is HLA-A31:01 with pseudo-sequence HLA-A31:01. The binding affinity (normalized) is 0.774. (8) The peptide sequence is CELTDSSWI. The MHC is HLA-B40:02 with pseudo-sequence HLA-B40:02. The binding affinity (normalized) is 0.330. (9) The peptide sequence is FPPGTSLTI. The MHC is HLA-B07:02 with pseudo-sequence HLA-B07:02. The binding affinity (normalized) is 0.516. (10) The peptide sequence is AADSFATSY. The MHC is HLA-A02:11 with pseudo-sequence HLA-A02:11. The binding affinity (normalized) is 0.0847.